This data is from Reaction yield outcomes from USPTO patents with 853,638 reactions. The task is: Predict the reaction yield, written as a fraction of the theoretical maximum amount of product (1.0 means a 100% yield; for example, 0.34 means a 34% yield). (1) The reactants are [NH2:1][C:2]1[CH2:6][CH2:5][C@@H:4]([CH3:7])[C:3]=1[C:8]([O:10]CC)=O.C([O-])=O.[NH4+].[CH:17]([NH2:19])=O. No catalyst specified. The product is [CH3:7][C@H:4]1[C:3]2[C:8]([OH:10])=[N:19][CH:17]=[N:1][C:2]=2[CH2:6][CH2:5]1. The yield is 0.650. (2) The product is [CH3:12][O:13][N:14]([CH3:26])[C:15](=[O:25])[C:16]([C:18]1[CH:23]=[CH:22][C:21]([C:9](=[O:10])[CH2:8][CH2:7][CH2:6][Cl:5])=[CH:20][CH:19]=1)([CH3:24])[CH3:17]. The yield is 0.630. The catalyst is C(Cl)Cl. The reactants are [Al+3].[Cl-].[Cl-].[Cl-].[Cl:5][CH2:6][CH2:7][CH2:8][C:9](Cl)=[O:10].[CH3:12][O:13][N:14]([CH3:26])[C:15](=[O:25])[C:16]([CH3:24])([C:18]1[CH:23]=[CH:22][CH:21]=[CH:20][CH:19]=1)[CH3:17]. (3) The reactants are [NH:1]1[CH:5]=[C:4]([C:6]2[C:7]3[CH:14]=[CH:13][N:12]([CH2:15][O:16][CH2:17][CH2:18][Si:19]([CH3:22])([CH3:21])[CH3:20])[C:8]=3[N:9]=[CH:10][N:11]=2)[CH:3]=[N:2]1.[C:23](/[CH:25]=[CH:26]/[C:27]1([C:30]#[N:31])[CH2:29][CH2:28]1)#[N:24].C1CCN2C(=NCCC2)CC1. The catalyst is C(#N)C. The product is [C:23]([CH2:25][CH:26]([C:27]1([C:30]#[N:31])[CH2:29][CH2:28]1)[N:1]1[CH:5]=[C:4]([C:6]2[C:7]3[CH:14]=[CH:13][N:12]([CH2:15][O:16][CH2:17][CH2:18][Si:19]([CH3:22])([CH3:21])[CH3:20])[C:8]=3[N:9]=[CH:10][N:11]=2)[CH:3]=[N:2]1)#[N:24]. The yield is 0.580. (4) The reactants are [CH:1]1([C:7]([CH3:16])([C:13](=O)[CH3:14])[C:8](OCC)=[O:9])[CH2:6][CH2:5][CH2:4][CH2:3][CH2:2]1.O.[NH2:18][NH2:19]. The catalyst is CCO. The product is [CH:1]1([C:7]2([CH3:16])[C:8](=[O:9])[NH:19][N:18]=[C:13]2[CH3:14])[CH2:6][CH2:5][CH2:4][CH2:3][CH2:2]1. The yield is 0.810. (5) The reactants are C([O:3][C:4](=[O:19])[CH2:5][CH2:6][CH2:7][O:8][CH2:9][CH2:10][O:11][CH2:12][CH2:13][O:14][CH2:15][CH2:16][O:17][CH3:18])C.Cl. The catalyst is [OH-].[Na+].[Na+].[Cl-]. The product is [CH3:18][O:17][CH2:16][CH2:15][O:14][CH2:13][CH2:12][O:11][CH2:10][CH2:9][O:8][CH2:7][CH2:6][CH2:5][C:4]([OH:19])=[O:3]. The yield is 0.940. (6) The reactants are I[C:2]1[C:10]2[C:5](=[CH:6][CH:7]=[C:8]([NH:11][C:12](=[O:24])[CH:13]([N:19]3[CH2:23][CH2:22][CH2:21][CH2:20]3)[C:14]3[CH:18]=[CH:17][S:16][CH:15]=3)[CH:9]=2)[NH:4][N:3]=1.[CH3:25][C@@H:26]1[O:31][C@H:30]([CH3:32])[CH2:29][N:28]([C:33]2[CH:38]=[CH:37][C:36](B3OC(C)(C)C(C)(C)O3)=[CH:35][CH:34]=2)[CH2:27]1. No catalyst specified. The product is [CH3:32][C@H:30]1[CH2:29][N:28]([C:33]2[CH:34]=[CH:35][C:36]([C:2]3[C:10]4[C:5](=[CH:6][CH:7]=[C:8]([NH:11][C:12](=[O:24])[CH:13]([N:19]5[CH2:23][CH2:22][CH2:21][CH2:20]5)[C:14]5[CH:18]=[CH:17][S:16][CH:15]=5)[CH:9]=4)[NH:4][N:3]=3)=[CH:37][CH:38]=2)[CH2:27][C@@H:26]([CH3:25])[O:31]1. The yield is 0.0900.